From a dataset of Catalyst prediction with 721,799 reactions and 888 catalyst types from USPTO. Predict which catalyst facilitates the given reaction. (1) Reactant: C(OP([CH2:9][S:10]([N:13]1[CH2:18][CH2:17][N:16]([C:19]2[C:28]3[C:23](=[CH:24][CH:25]=[CH:26][CH:27]=3)[N:22]=[C:21]([CH3:29])[CH:20]=2)[CH2:15][CH2:14]1)(=[O:12])=[O:11])(OCC)=O)C.[Br-].[Li+].C(=O)CC.[CH2:36]1[CH2:46]CN2C(=NCCC2)[CH2:38][CH2:37]1. Product: [CH3:29][C:21]1[CH:20]=[C:19]([N:16]2[CH2:15][CH2:14][N:13]([S:10](/[CH:9]=[CH:46]/[CH2:36][CH2:37][CH3:38])(=[O:12])=[O:11])[CH2:18][CH2:17]2)[C:28]2[C:23](=[CH:24][CH:25]=[CH:26][CH:27]=2)[N:22]=1. The catalyst class is: 266. (2) Reactant: [CH:1]([N:4]1[C:8]([C:9]2[N:18]=[C:17]3[N:11]([CH2:12][CH2:13][O:14][C:15]4[CH:22]=[C:21](O)[N:20]=[CH:19][C:16]=43)[CH:10]=2)=[N:7][C:6](C)=[N:5]1)([CH3:3])[CH3:2].[CH3:25][O:26][C@H:27]1[CH2:31][CH2:30][NH:29][C@@H:28]1[C:32]([NH2:34])=[O:33]. Product: [CH:1]([N:4]1[C:8]([C:9]2[N:18]=[C:17]3[C:16]4[CH:19]=[N:20][C:21]([N:29]5[CH2:30][CH2:31][C@H:27]([O:26][CH3:25])[C@H:28]5[C:32]([NH2:34])=[O:33])=[CH:22][C:15]=4[O:14][CH2:13][CH2:12][N:11]3[CH:10]=2)=[N:7][CH:6]=[N:5]1)([CH3:2])[CH3:3]. The catalyst class is: 66.